Dataset: Full USPTO retrosynthesis dataset with 1.9M reactions from patents (1976-2016). Task: Predict the reactants needed to synthesize the given product. Given the product [Cl:27][C:20]1[CH:21]=[C:22]([Cl:26])[C:23]([OH:25])=[CH:24][C:19]=1[NH:18][C:2]1[CH:7]=[C:6]([C:8]([F:11])([F:10])[F:9])[N:5]=[C:4]([C:12]2[CH:13]=[N:14][CH:15]=[CH:16][CH:17]=2)[N:3]=1, predict the reactants needed to synthesize it. The reactants are: Cl[C:2]1[CH:7]=[C:6]([C:8]([F:11])([F:10])[F:9])[N:5]=[C:4]([C:12]2[CH:13]=[N:14][CH:15]=[CH:16][CH:17]=2)[N:3]=1.[NH2:18][C:19]1[C:20]([Cl:27])=[CH:21][C:22]([Cl:26])=[C:23]([OH:25])[CH:24]=1.